This data is from Forward reaction prediction with 1.9M reactions from USPTO patents (1976-2016). The task is: Predict the product of the given reaction. Given the reactants [CH2:1]([C:3]1[C:4]([C:11]([O:13][CH2:14][C:15]2[CH:20]=[CH:19][CH:18]=[CH:17][CH:16]=2)=[O:12])=[C:5]([CH:9]=[O:10])[NH:6][C:7]=1I)[CH3:2].FC1C=CC(B(O)O)=CC=1.[Cl:31][C:32]1[CH:37]=[CH:36][CH:35]=[CH:34][C:33]=1B(O)O, predict the reaction product. The product is: [Cl:31][C:32]1[CH:37]=[CH:36][CH:35]=[CH:34][C:33]=1[C:7]1[NH:6][C:5]([CH:9]=[O:10])=[C:4]([C:11]([O:13][CH2:14][C:15]2[CH:20]=[CH:19][CH:18]=[CH:17][CH:16]=2)=[O:12])[C:3]=1[CH2:1][CH3:2].